From a dataset of Full USPTO retrosynthesis dataset with 1.9M reactions from patents (1976-2016). Predict the reactants needed to synthesize the given product. (1) Given the product [Br:11][C:9]1[C:4]([CH2:1][CH2:2][CH3:3])=[CH:5][C:6]([NH2:10])=[N:7][CH:8]=1, predict the reactants needed to synthesize it. The reactants are: [CH2:1]([C:4]1[CH:9]=[CH:8][N:7]=[C:6]([NH2:10])[CH:5]=1)[CH2:2][CH3:3].[Br:11]Br.C(=O)([O-])O.[Na+]. (2) Given the product [Cl:9][C:3]1[N:4]=[CH:5][N:6]=[C:7]([NH:19][CH2:18][CH2:17][CH2:16][N:10]2[CH2:15][CH2:14][CH2:13][CH2:12][CH2:11]2)[C:2]=1[NH2:1], predict the reactants needed to synthesize it. The reactants are: [NH2:1][C:2]1[C:3]([Cl:9])=[N:4][CH:5]=[N:6][C:7]=1Cl.[N:10]1([CH2:16][CH2:17][CH2:18][NH2:19])[CH2:15][CH2:14][CH2:13][CH2:12][CH2:11]1.C(N(CC)CC)C.